This data is from Forward reaction prediction with 1.9M reactions from USPTO patents (1976-2016). The task is: Predict the product of the given reaction. (1) Given the reactants [OH:1][CH2:2][CH2:3][CH2:4][CH2:5][C:6]1[CH:7]=[C:8]2[C:13](=[C:14]([CH2:16][CH2:17][CH2:18][CH2:19][OH:20])[CH:15]=1)[O:12][C:11](=[O:21])[C:10]([C:22]1[CH:27]=[CH:26][C:25]([O:28]C)=[CH:24][CH:23]=1)=[CH:9]2.B(Br)(Br)Br, predict the reaction product. The product is: [OH:1][CH2:2][CH2:3][CH2:4][CH2:5][C:6]1[CH:7]=[C:8]2[C:13](=[C:14]([CH2:16][CH2:17][CH2:18][CH2:19][OH:20])[CH:15]=1)[O:12][C:11](=[O:21])[C:10]([C:22]1[CH:23]=[CH:24][C:25]([OH:28])=[CH:26][CH:27]=1)=[CH:9]2. (2) Given the reactants O.[ClH:2].[CH2:3]([S:10][C:11]1[CH:16]=[CH:15][C:14]([C:17]2[N:21]=[C:20]([C:22]3[N:27]=[C:26]([NH:28]C(=O)C)[CH:25]=[CH:24][CH:23]=3)[O:19][N:18]=2)=[CH:13][CH:12]=1)[C:4]1[CH:9]=[CH:8][CH:7]=[CH:6][CH:5]=1, predict the reaction product. The product is: [ClH:2].[CH2:3]([S:10][C:11]1[CH:12]=[CH:13][C:14]([C:17]2[N:21]=[C:20]([C:22]3[N:27]=[C:26]([NH2:28])[CH:25]=[CH:24][CH:23]=3)[O:19][N:18]=2)=[CH:15][CH:16]=1)[C:4]1[CH:9]=[CH:8][CH:7]=[CH:6][CH:5]=1. (3) Given the reactants Br[C:2]1[CH:9]=[C:8]([N:10]2[C:18]3[CH2:17][C:16]([CH3:20])([CH3:19])[CH2:15][C:14](=[O:21])[C:13]=3[C:12]([CH3:22])=[CH:11]2)[CH:7]=[CH:6][C:3]=1[C:4]#[N:5].[NH2:23][CH:24]1[CH2:29][CH2:28][O:27][CH2:26][CH2:25]1.CC(C)([O-:33])C.[Na+], predict the reaction product. The product is: [O:27]1[CH2:28][CH2:29][CH:24]([NH:23][C:2]2[CH:9]=[C:8]([N:10]3[C:18]4[CH2:17][C:16]([CH3:20])([CH3:19])[CH2:15][C:14](=[O:21])[C:13]=4[C:12]([CH3:22])=[CH:11]3)[CH:7]=[CH:6][C:3]=2[C:4]([NH2:5])=[O:33])[CH2:25][CH2:26]1. (4) Given the reactants [C:1](Cl)(=O)[C:2]([Cl:4])=[O:3].[CH3:7][O:8][C:9]1[CH:17]=[CH:16][CH:15]=[C:14]([C:18]([F:21])([F:20])[F:19])C=1C(O)=O.CN(C)C=O, predict the reaction product. The product is: [CH3:7][O:8][C:9]1[CH:17]=[CH:16][CH:15]=[C:14]([C:18]([F:19])([F:21])[F:20])[C:1]=1[C:2]([Cl:4])=[O:3]. (5) Given the reactants Br[CH2:2][CH2:3][NH:4][C:5](=[O:11])[O:6][C:7]([CH3:10])([CH3:9])[CH3:8].C(#N)C.[OH:15][N:16]1[C:20](=[O:21])[C:19]2=[CH:22][CH:23]=[CH:24][CH:25]=[C:18]2[C:17]1=[O:26], predict the reaction product. The product is: [O:26]=[C:17]1[C:18]2[C:19](=[CH:22][CH:23]=[CH:24][CH:25]=2)[C:20](=[O:21])[N:16]1[O:15][CH2:2][CH2:3][NH:4][C:5](=[O:11])[O:6][C:7]([CH3:10])([CH3:9])[CH3:8]. (6) Given the reactants Cl.[Cl:2][C:3]1[C:4](F)=[CH:5][C:6]2[NH:10][C:9](=[O:11])[N:8]([CH:12]3[CH2:17][CH2:16][NH:15][CH2:14][CH2:13]3)[C:7]=2[CH:18]=1.[O:20]1[CH2:25][CH2:24][C:23](=O)[CH2:22][CH2:21]1.[BH3-]C#N.[Na+], predict the reaction product. The product is: [ClH:2].[Cl:2][C:3]1[CH:4]=[CH:5][C:6]2[NH:10][C:9](=[O:11])[N:8]([CH:12]3[CH2:17][CH2:16][N:15]([CH:23]4[CH2:24][CH2:25][O:20][CH2:21][CH2:22]4)[CH2:14][CH2:13]3)[C:7]=2[CH:18]=1. (7) Given the reactants [N+:1]([C:4]1[CH:5]=[CH:6][CH:7]=[C:8]2[C:12]=1[NH:11][N:10]=[CH:9]2)([O-:3])=[O:2].[OH-].[K+].[I:15]I, predict the reaction product. The product is: [I:15][C:9]1[C:8]2[C:12](=[C:4]([N+:1]([O-:3])=[O:2])[CH:5]=[CH:6][CH:7]=2)[NH:11][N:10]=1.